From a dataset of Forward reaction prediction with 1.9M reactions from USPTO patents (1976-2016). Predict the product of the given reaction. Given the reactants C(OC(N1CCCCC1C1N2C(C=NC(NC3C=CC(N4CCOCC4)=CC=3)=N2)=CC=1)=O)(C)(C)C.C(OC([N:43]1[CH2:48][CH2:47][N:46]([C:49]2[CH:54]=[CH:53][CH:52]=[C:51]([C:55]3[N:63]4[C:58]([CH:59]=[N:60][C:61]([NH:64][C:65]5[CH:70]=[CH:69][C:68]([N:71]6[CH2:76][CH2:75][N:74]([CH3:77])[CH2:73][CH2:72]6)=[CH:67][CH:66]=5)=[N:62]4)=[CH:57][CH:56]=3)[CH:50]=2)[CH2:45][CH2:44]1)=O)(C)(C)C, predict the reaction product. The product is: [CH3:77][N:74]1[CH2:75][CH2:76][N:71]([C:68]2[CH:69]=[CH:70][C:65]([NH:64][C:61]3[N:60]=[CH:59][C:58]4=[CH:57][CH:56]=[C:55]([C:51]5[CH:52]=[CH:53][CH:54]=[C:49]([N:46]6[CH2:45][CH2:44][NH:43][CH2:48][CH2:47]6)[CH:50]=5)[N:63]4[N:62]=3)=[CH:66][CH:67]=2)[CH2:72][CH2:73]1.